From a dataset of Catalyst prediction with 721,799 reactions and 888 catalyst types from USPTO. Predict which catalyst facilitates the given reaction. (1) Reactant: C(O)=O.OS([O-])(=O)=O.[K+].[Cl:10][C:11]1[CH:12]=[C:13]2[N:36](COCC[Si](C)(C)C)[C:35]([O:45][C@H:46]3[C@H:50]4[O:51][CH2:52][C@@H:53]([OH:54])[C@H:49]4[O:48][CH2:47]3)=[N:34][C:14]2=[N:15][C:16]=1[C:17]1[CH:22]=[CH:21][C:20]([C:23]2[CH:24]=[N:25][C:26]([N:29]3[CH:33]=[CH:32][CH:31]=[N:30]3)=[CH:27][CH:28]=2)=[CH:19][CH:18]=1.[OH-].[Na+]. Product: [Cl:10][C:11]1[CH:12]=[C:13]2[NH:36][C:35]([O:45][C@H:46]3[C@H:50]4[O:51][CH2:52][C@@H:53]([OH:54])[C@H:49]4[O:48][CH2:47]3)=[N:34][C:14]2=[N:15][C:16]=1[C:17]1[CH:18]=[CH:19][C:20]([C:23]2[CH:24]=[N:25][C:26]([N:29]3[CH:33]=[CH:32][CH:31]=[N:30]3)=[CH:27][CH:28]=2)=[CH:21][CH:22]=1. The catalyst class is: 90. (2) The catalyst class is: 6. Product: [Br:24][CH:2]([CH2:6][C:7]1[CH:12]=[CH:11][C:10]([O:13][CH2:14][CH2:15][C:16]2[CH:21]=[CH:20][C:19]([CH2:22][CH3:23])=[CH:18][N:17]=2)=[CH:9][CH:8]=1)[C:3]([OH:5])=[O:4]. Reactant: N[CH:2]([CH2:6][C:7]1[CH:12]=[CH:11][C:10]([O:13][CH2:14][CH2:15][C:16]2[CH:21]=[CH:20][C:19]([CH2:22][CH3:23])=[CH:18][N:17]=2)=[CH:9][CH:8]=1)[C:3]([OH:5])=[O:4].[BrH:24].N([O-])=O.[Na+].CC(C)=O. (3) The catalyst class is: 16. Reactant: C([O:3][C:4](=O)[CH2:5][O:6][CH2:7][C:8]1[C:9]([NH2:15])=[N:10][CH:11]=[C:12]([Br:14])[CH:13]=1)C.[H-].[Na+]. Product: [Br:14][C:12]1[CH:11]=[N:10][C:9]2[NH:15][C:4](=[O:3])[CH2:5][O:6][CH2:7][C:8]=2[CH:13]=1. (4) Reactant: [CH3:1][O:2][C:3](=[O:17])[CH:4]([N:6]1[C:14]2[C:13]([F:15])=[CH:12][N:11]=[CH:10][C:9]=2[C:8]([I:16])=[CH:7]1)[CH3:5].CI.[CH3:20]C(C)([O-])C.[K+]. Product: [CH3:1][O:2][C:3](=[O:17])[C:4]([N:6]1[C:14]2[C:13]([F:15])=[CH:12][N:11]=[CH:10][C:9]=2[C:8]([I:16])=[CH:7]1)([CH3:20])[CH3:5]. The catalyst class is: 1. (5) Reactant: [Cl:1][C:2]1[CH:3]=[N+:4]([O-])[CH:5]=[CH:6][CH:7]=1.[CH2:9]([N:11](CC)CC)C.[Si](C#N)(C)(C)C. Product: [Cl:1][C:2]1[C:3]([C:9]#[N:11])=[N:4][CH:5]=[CH:6][CH:7]=1. The catalyst class is: 753.